Dataset: Full USPTO retrosynthesis dataset with 1.9M reactions from patents (1976-2016). Task: Predict the reactants needed to synthesize the given product. (1) Given the product [NH2:1][C@H:2]([C:13]([N:15]1[CH2:47][CH2:46][CH2:45][C@H:16]1[C:17]([NH:19][C@H:20]([C:42]([NH2:44])=[O:43])[CH2:21][S:22][C:23]([C:24]1[CH:25]=[CH:26][CH:27]=[CH:28][CH:29]=1)([C:30]1[CH:31]=[CH:32][CH:33]=[CH:34][CH:35]=1)[C:36]1[CH:41]=[CH:40][CH:39]=[CH:38][CH:37]=1)=[O:18])=[O:14])[CH2:3][C:4]1[C:12]2[C:7](=[CH:8][CH:9]=[CH:10][CH:11]=2)[NH:6][CH:5]=1, predict the reactants needed to synthesize it. The reactants are: [NH:1](C(OC(C)(C)C)=O)[C@H:2]([C:13]([N:15]1[CH2:47][CH2:46][CH2:45][C@H:16]1[C:17]([NH:19][C@H:20]([C:42]([NH2:44])=[O:43])[CH2:21][S:22][C:23]([C:36]1[CH:41]=[CH:40][CH:39]=[CH:38][CH:37]=1)([C:30]1[CH:35]=[CH:34][CH:33]=[CH:32][CH:31]=1)[C:24]1[CH:29]=[CH:28][CH:27]=[CH:26][CH:25]=1)=[O:18])=[O:14])[CH2:3][C:4]1[C:12]2[C:7](=[CH:8][CH:9]=[CH:10][CH:11]=2)[NH:6][CH:5]=1.C(O)=O.C(OCC)(=O)C. (2) The reactants are: C(OC([N:8]1[CH2:13][CH2:12][CH:11]([O:14][C:15]2[CH:20]=[CH:19][CH:18]=[C:17]([NH2:21])[CH:16]=2)[CH2:10][CH2:9]1)=O)(C)(C)C.N1CCOCC1.[Cl:28][C:29]1[CH:37]=[CH:36][CH:35]=[C:34]([F:38])[C:30]=1[C:31](Cl)=[O:32].C(O)C(N)(CO)CO. Given the product [ClH:28].[Cl:28][C:29]1[CH:37]=[CH:36][CH:35]=[C:34]([F:38])[C:30]=1[C:31]([NH:21][C:17]1[CH:18]=[CH:19][CH:20]=[C:15]([O:14][CH:11]2[CH2:10][CH2:9][NH:8][CH2:13][CH2:12]2)[CH:16]=1)=[O:32], predict the reactants needed to synthesize it. (3) Given the product [CH3:2][O:3][C:4]1[CH:5]=[C:6]([NH:12][C:13]2[C:14]3[N:15]([CH:28]=[CH:29][N:30]=3)[CH:16]=[C:17]([C:19]3[CH:20]=[C:21]([CH:25]=[CH:26][CH:27]=3)[C:73]([NH:31][C:32]3[CH:41]=[CH:40][C:35]([C:36]([O:38][CH3:39])=[O:37])=[CH:34][C:33]=3[CH3:42])=[O:74])[N:18]=2)[CH:7]=[CH:8][C:9]=1[O:10][CH3:11], predict the reactants needed to synthesize it. The reactants are: Cl.[CH3:2][O:3][C:4]1[CH:5]=[C:6]([NH:12][C:13]2[C:14]3[N:15]([CH:28]=[CH:29][N:30]=3)[CH:16]=[C:17]([C:19]3[CH:20]=[C:21]([CH:25]=[CH:26][CH:27]=3)C(O)=O)[N:18]=2)[CH:7]=[CH:8][C:9]=1[O:10][CH3:11].[NH2:31][C:32]1[CH:41]=[CH:40][C:35]([C:36]([O:38][CH3:39])=[O:37])=[CH:34][C:33]=1[CH3:42].F[P-](F)(F)(F)(F)F.N1(O[P+](N(C)C)(N(C)C)N(C)C)C2C=CC=CC=2N=N1.CN1CC[O:74][CH2:73]C1.F[P-](F)(F)(F)(F)F.N1(O[P+](N2CCCC2)(N2CCCC2)N2CCCC2)C2C=CC=CC=2N=N1. (4) Given the product [NH2:3][C:5]1[C:6]2[C:13]([I:14])=[CH:12][N:11]([CH2:15][C@@H:16]([NH:19][C:20](=[O:26])[O:21][C:22]([CH3:25])([CH3:24])[CH3:23])[CH:17]=[CH2:18])[C:7]=2[N:8]=[CH:9][N:10]=1, predict the reactants needed to synthesize it. The reactants are: CO.[NH3:3].Cl[C:5]1[C:6]2[C:13]([I:14])=[CH:12][N:11]([CH2:15][C@@H:16]([NH:19][C:20](=[O:26])[O:21][C:22]([CH3:25])([CH3:24])[CH3:23])[CH:17]=[CH2:18])[C:7]=2[N:8]=[CH:9][N:10]=1.